This data is from Full USPTO retrosynthesis dataset with 1.9M reactions from patents (1976-2016). The task is: Predict the reactants needed to synthesize the given product. (1) Given the product [CH2:12]([O:11][CH2:10][C:8]1[N:9]=[C:5]([CH2:4][N:19]2[N:18]=[C:17]([N+:14]([O-:16])=[O:15])[CH:21]=[N:20]2)[O:6][CH:7]=1)[CH3:13], predict the reactants needed to synthesize it. The reactants are: N#N.Cl[CH2:4][C:5]1[O:6][CH:7]=[C:8]([CH2:10][O:11][CH2:12][CH3:13])[N:9]=1.[N+:14]([C:17]1[CH:21]=[N:20][NH:19][N:18]=1)([O-:16])=[O:15].CCN(C(C)C)C(C)C. (2) Given the product [Br:8][C:9]1[CH:16]=[CH:15][C:5]([CH2:4][CH2:3][C:2](=[O:7])[CH3:1])=[CH:11][CH:10]=1, predict the reactants needed to synthesize it. The reactants are: [CH3:1][C:2](=[O:7])[CH2:3][C:4](=O)[CH3:5].[Br:8][C:9]1[CH:16]=[CH:15]C(CBr)=[CH:11][CH:10]=1.C(=O)([O-])[O-].[K+].[K+]. (3) Given the product [CH3:1][O:2][N:3]=[C:4]([CH2:18][O:19][C:20]1[CH:25]=[CH:24][CH:23]=[C:22]([C:26]([F:28])([F:27])[F:29])[CH:21]=1)[CH2:5][N:6]1[C:7]2[CH:12]=[C:11]([CH3:13])[C:10]([N+:14]([O-:16])=[O:15])=[CH:9][C:8]=2[N:17]=[N:34]1, predict the reactants needed to synthesize it. The reactants are: [CH3:1][O:2][N:3]=[C:4]([CH2:18][O:19][C:20]1[CH:25]=[CH:24][CH:23]=[C:22]([C:26]([F:29])([F:28])[F:27])[CH:21]=1)[CH2:5][NH:6][C:7]1[CH:12]=[C:11]([CH3:13])[C:10]([N+:14]([O-:16])=[O:15])=[CH:9][C:8]=1[NH2:17].C(O)(=O)C.[N:34]([O-])=O.[Na+].[Na+].[Cl-].